From a dataset of Full USPTO retrosynthesis dataset with 1.9M reactions from patents (1976-2016). Predict the reactants needed to synthesize the given product. Given the product [C:1]([N:4]1[CH2:5][CH2:6][CH:7]([N:10]([C@H:29]2[CH2:30][CH2:31][C@H:32]([CH3:35])[CH2:33][CH2:34]2)[C:11]([NH:13][C:14]2[S:15][C:16]([S:19][CH2:20][C:21]([N:22]3[CH2:27][CH2:26][N:39]([CH3:36])[CH2:24][CH2:23]3)=[O:28])=[CH:17][N:18]=2)=[O:12])[CH2:8][CH2:9]1)(=[O:3])[CH3:2], predict the reactants needed to synthesize it. The reactants are: [C:1]([N:4]1[CH2:9][CH2:8][CH:7]([N:10]([C@H:29]2[CH2:34][CH2:33][C@H:32]([CH3:35])[CH2:31][CH2:30]2)[C:11]([NH:13][C:14]2[S:15][C:16]([S:19][CH2:20][C:21](=[O:28])[N:22]3[CH2:27][CH2:26]C[CH2:24][CH2:23]3)=[CH:17][N:18]=2)=[O:12])[CH2:6][CH2:5]1)(=[O:3])[CH3:2].[C:36]([N:39]1CCC(N([C@H]2CC[C@H](C)CC2)C(=O)NC2SC(SCC(O)=O)=CN=2)CC1)(=O)C.CN1CCNCC1.